From a dataset of Catalyst prediction with 721,799 reactions and 888 catalyst types from USPTO. Predict which catalyst facilitates the given reaction. (1) Reactant: [Cl:1][C:2]1[C:14]2[C:13](=[O:15])[CH2:12][C@@:11]3([CH3:16])[C@H:7]([CH2:8][N:9](C(OCC)=O)[CH2:10]3)[C:6]=2[CH:5]=[CH:4][CH:3]=1.I[Si](C)(C)C.Cl. Product: [ClH:1].[Cl:1][C:2]1[C:14]2[C:13](=[O:15])[CH2:12][C@@:11]3([CH3:16])[C@H:7]([CH2:8][NH:9][CH2:10]3)[C:6]=2[CH:5]=[CH:4][CH:3]=1. The catalyst class is: 98. (2) Reactant: [Cl:1][C:2]1[CH:7]=[CH:6][C:5]([N:8]2[C:16](=[O:17])[C:15]3[N:14]=[CH:13][N:12]([C:18]4[CH:23]=[CH:22][CH:21]=[C:20]([S:24]([CH3:27])(=[O:26])=[O:25])[CH:19]=4)[C:11]=3[N:10]=[C:9]2[C:28]2[CH:33]=[CH:32][C:31](B3OC(C)(C)C(C)(C)O3)=[CH:30][CH:29]=2)=[CH:4][CH:3]=1.[NH2:43][C:44]1[CH:49]=[CH:48][C:47](Br)=[CH:46][N:45]=1.C(=O)([O-])[O-].[Cs+].[Cs+]. Product: [NH2:43][C:44]1[N:45]=[CH:46][C:47]([C:31]2[CH:32]=[CH:33][C:28]([C:9]3[N:8]([C:5]4[CH:4]=[CH:3][C:2]([Cl:1])=[CH:7][CH:6]=4)[C:16](=[O:17])[C:15]4[N:14]=[CH:13][N:12]([C:18]5[CH:23]=[CH:22][CH:21]=[C:20]([S:24]([CH3:27])(=[O:26])=[O:25])[CH:19]=5)[C:11]=4[N:10]=3)=[CH:29][CH:30]=2)=[CH:48][CH:49]=1. The catalyst class is: 423. (3) Reactant: C(OC(=O)[NH:7][C@H:8]1[CH2:13][CH2:12][C@@H:11]([N:14]([CH:16]([CH3:18])[CH3:17])[CH3:15])[CH2:10][CH2:9]1)(C)(C)C.FC(F)(F)C(O)=O. Product: [CH:16]([N:14]([CH3:15])[C@H:11]1[CH2:12][CH2:13][C@@H:8]([NH2:7])[CH2:9][CH2:10]1)([CH3:18])[CH3:17]. The catalyst class is: 2. (4) Reactant: Br[C:2]1[CH:7]=[CH:6][C:5]([C@@H:8]([C:19]2[CH:24]=[CH:23][C:22]([Cl:25])=[CH:21][C:20]=2[CH3:26])[CH2:9][C:10]([C:12]2[CH:17]=[CH:16][N:15]=[C:14]([CH3:18])[CH:13]=2)=[O:11])=[CH:4][CH:3]=1.[OH-:27].[K+].C(P(C(C)(C)C)C1C=CC=CC=1C1C(C(C)C)=CC(C(C)C)=CC=1C(C)C)(C)(C)C. Product: [Cl:25][C:22]1[CH:23]=[CH:24][C:19]([C@H:8]([C:5]2[CH:6]=[CH:7][C:2]([OH:27])=[CH:3][CH:4]=2)[CH2:9][C:10]([C:12]2[CH:17]=[CH:16][N:15]=[C:14]([CH3:18])[CH:13]=2)=[O:11])=[C:20]([CH3:26])[CH:21]=1. The catalyst class is: 110. (5) Reactant: [Cl:1][C:2]1[CH:34]=[CH:33][C:5]([O:6][C:7]2[CH:12]=[CH:11][C:10]([N:13]([C:27](=O)[CH2:28][CH2:29][CH2:30][CH3:31])[CH2:14][C:15]([C:17]3[CH:22]=[CH:21][C:20]([O:23]C(=O)C)=[CH:19][CH:18]=3)=O)=[CH:9][CH:8]=2)=[CH:4][CH:3]=1.C([O-])(=O)C.[NH4+:39]. Product: [CH2:28]([C:27]1[N:13]([C:10]2[CH:11]=[CH:12][C:7]([O:6][C:5]3[CH:33]=[CH:34][C:2]([Cl:1])=[CH:3][CH:4]=3)=[CH:8][CH:9]=2)[CH:14]=[C:15]([C:17]2[CH:22]=[CH:21][C:20]([OH:23])=[CH:19][CH:18]=2)[N:39]=1)[CH2:29][CH2:30][CH3:31]. The catalyst class is: 15. (6) Reactant: [CH2:1]([C:4]1([CH:27]([CH3:29])[CH3:28])[O:9][C:8](=[O:10])[N:7]([C@H:11]([C:13]2[CH:18]=[CH:17][C:16]([C:19]3[CH:24]=[CH:23][C:22]([F:25])=[CH:21][C:20]=3[F:26])=[CH:15][CH:14]=2)[CH3:12])[CH2:6][CH2:5]1)[CH:2]=C.[O:30]=[O+][O-].[BH4-].[Na+]. Product: [F:26][C:20]1[CH:21]=[C:22]([F:25])[CH:23]=[CH:24][C:19]=1[C:16]1[CH:15]=[CH:14][C:13]([C@@H:11]([N:7]2[CH2:6][CH2:5][C:4]([CH2:1][CH2:2][OH:30])([CH:27]([CH3:29])[CH3:28])[O:9][C:8]2=[O:10])[CH3:12])=[CH:18][CH:17]=1. The catalyst class is: 2. (7) Reactant: [N:1]1([C:7]([C@@H:9]2[CH2:14][C@H:13]([NH:15][S:16]([C:19]3[CH:24]=[CH:23][CH:22]=[CH:21][C:20]=3[N+:25]([O-:27])=[O:26])(=[O:18])=[O:17])[CH2:12][N:11]([C:28]([O:30][C:31]([CH3:34])([CH3:33])[CH3:32])=[O:29])[CH2:10]2)=[O:8])[CH2:6][CH2:5][O:4][CH2:3][CH2:2]1.C(=O)([O-])[O-].[Cs+].[Cs+].I[CH2:42][CH2:43][CH3:44]. Product: [N:1]1([C:7]([C@@H:9]2[CH2:14][C@H:13]([N:15]([S:16]([C:19]3[CH:24]=[CH:23][CH:22]=[CH:21][C:20]=3[N+:25]([O-:27])=[O:26])(=[O:17])=[O:18])[CH2:42][CH2:43][CH3:44])[CH2:12][N:11]([C:28]([O:30][C:31]([CH3:34])([CH3:33])[CH3:32])=[O:29])[CH2:10]2)=[O:8])[CH2:6][CH2:5][O:4][CH2:3][CH2:2]1. The catalyst class is: 287. (8) Reactant: [F:1][C:2]1[CH:7]=[CH:6][C:5]([N:8]2[C:16]3[C:11](=[CH:12][C:13]([O:17][C@H:18]([C:22]4[CH:27]=[CH:26][CH:25]=[CH:24][CH:23]=4)[C@H:19]([CH3:21])[NH2:20])=[CH:14][CH:15]=3)[CH:10]=[N:9]2)=[CH:4][CH:3]=1.[O:28]1[CH:32]=[CH:31][CH:30]=[C:29]1[CH2:33][N:34]=[C:35]=[O:36]. Product: [F:1][C:2]1[CH:3]=[CH:4][C:5]([N:8]2[C:16]3[C:11](=[CH:12][C:13]([O:17][C@H:18]([C:22]4[CH:23]=[CH:24][CH:25]=[CH:26][CH:27]=4)[C@@H:19]([NH:20][C:35]([NH:34][CH2:33][C:29]4[O:28][CH:32]=[CH:31][CH:30]=4)=[O:36])[CH3:21])=[CH:14][CH:15]=3)[CH:10]=[N:9]2)=[CH:6][CH:7]=1. The catalyst class is: 4.